Dataset: Full USPTO retrosynthesis dataset with 1.9M reactions from patents (1976-2016). Task: Predict the reactants needed to synthesize the given product. (1) Given the product [CH3:1][O:2][C:3](=[O:13])[CH:4]=[C:39]([C:30]1[N:29]([S:26]([C:20]2[CH:25]=[CH:24][CH:23]=[CH:22][CH:21]=2)(=[O:27])=[O:28])[C:37]2[C:32]([CH:31]=1)=[C:33]([Br:38])[CH:34]=[CH:35][CH:36]=2)[CH3:40], predict the reactants needed to synthesize it. The reactants are: [CH3:1][O:2][C:3](=[O:13])[CH2:4]P(OCC)(OCC)=O.CC(C)([O-])C.[K+].[C:20]1([S:26]([N:29]2[C:37]3[C:32](=[C:33]([Br:38])[CH:34]=[CH:35][CH:36]=3)[CH:31]=[C:30]2[C:39](=O)[CH3:40])(=[O:28])=[O:27])[CH:25]=[CH:24][CH:23]=[CH:22][CH:21]=1.C(OCC)(=O)C. (2) The reactants are: [F:1][C:2]1[CH:26]=[CH:25][CH:24]=[C:23]([F:27])[C:3]=1[C:4]([NH:6][C:7](=[O:22])[N:8]([C:10]1[CH:15]=[CH:14][C:13]([S:16][C:17]([F:20])([F:19])[F:18])=[CH:12][C:11]=1[F:21])[CH3:9])=[O:5].[H-].[Na+].[CH3:30][S:31](Cl)(=[O:33])=[O:32]. Given the product [F:1][C:2]1[CH:26]=[CH:25][CH:24]=[C:23]([F:27])[C:3]=1[C:4]([N:6]([S:31]([CH3:30])(=[O:33])=[O:32])[C:7]([N:8]([C:10]1[CH:15]=[CH:14][C:13]([S:16][C:17]([F:20])([F:19])[F:18])=[CH:12][C:11]=1[F:21])[CH3:9])=[O:22])=[O:5], predict the reactants needed to synthesize it. (3) Given the product [C:36]([O:40][C:41]([C@@:9]([NH2:8])([C:13]1[CH:14]=[CH:15][C:16]([C:29](=[O:30])[N:31]([CH3:33])[CH3:32])=[CH:17][C:18]=1[O:58][CH3:57])[C:10]([OH:12])=[O:11])=[O:42])([CH3:39])([CH3:38])[CH3:37], predict the reactants needed to synthesize it. The reactants are: C(OC([NH:8][C@H:9]([C:13]1[CH:18]=[CH:17][C:16](OCCOC(C)(C)C)=[CH:15][CH:14]=1)[C:10]([OH:12])=[O:11])=O)(C)(C)C.ClC[C:29]([N:31]([CH3:33])[CH3:32])=[O:30].[H-].[Na+].[C:36]([O:40][C:41](N[C@@H](C1C=CC(O)=CC=1)C(O)=O)=[O:42])([CH3:39])([CH3:38])[CH3:37].CN(C)[CH:57]=[O:58]. (4) The reactants are: OC(C(F)(F)F)=O.[N:8]1([CH2:14][C:15]2[N:16]=[N:17][C:18]3[C:19](=[C:21]([NH2:26])[N:22]=[C:23]([NH2:25])[N:24]=3)[N:20]=2)[CH2:13][CH2:12][NH:11][CH2:10][CH2:9]1.Cl[CH2:28][C:29]1[C:38]2[C:33](=[CH:34][CH:35]=[CH:36][CH:37]=2)[CH:32]=[CH:31][CH:30]=1.C(=O)([O-])[O-].[K+].[K+].CC#N.O. Given the product [C:29]1([CH2:28][N:11]2[CH2:12][CH2:13][N:8]([CH2:14][C:15]3[N:16]=[N:17][C:18]4[C:19](=[C:21]([NH2:26])[N:22]=[C:23]([NH2:25])[N:24]=4)[N:20]=3)[CH2:9][CH2:10]2)[C:38]2[C:33](=[CH:34][CH:35]=[CH:36][CH:37]=2)[CH:32]=[CH:31][CH:30]=1, predict the reactants needed to synthesize it.